Task: Predict the product of the given reaction.. Dataset: Forward reaction prediction with 1.9M reactions from USPTO patents (1976-2016) (1) Given the reactants [C:1](N1C=CN=C1)(N1C=CN=C1)=[O:2].[OH:13][C:14]1[CH:19]=[CH:18][C:17]([CH2:20][CH2:21][OH:22])=[CH:16][CH:15]=1.[C:23]([O:27][C:28]([CH3:31])([CH3:30])[CH3:29])(=[O:26])[NH:24][NH2:25].O, predict the reaction product. The product is: [NH:24]([C:23]([O:27][C:28]([CH3:31])([CH3:30])[CH3:29])=[O:26])[NH:25][C:1]([O:22][CH2:21][CH2:20][C:17]1[CH:18]=[CH:19][C:14]([OH:13])=[CH:15][CH:16]=1)=[O:2]. (2) Given the reactants [Cl:1][C:2]1[CH:3]=[C:4]([N:8]2[C:12]([C:13]3[CH:18]=[CH:17][C:16]([F:19])=[C:15]([F:20])[CH:14]=3)=[CH:11][C:10]([C:21]([O:23]CC)=[O:22])=[N:9]2)[CH:5]=[CH:6][CH:7]=1.ClC1C=C(N2C(C3C=C(F)C=C(F)C=3)=CC(C(O)=O)=N2)C=CC=1, predict the reaction product. The product is: [Cl:1][C:2]1[CH:3]=[C:4]([N:8]2[C:12]([C:13]3[CH:18]=[CH:17][C:16]([F:19])=[C:15]([F:20])[CH:14]=3)=[CH:11][C:10]([C:21]([OH:23])=[O:22])=[N:9]2)[CH:5]=[CH:6][CH:7]=1.